From a dataset of Forward reaction prediction with 1.9M reactions from USPTO patents (1976-2016). Predict the product of the given reaction. (1) Given the reactants Br[C:2]1[CH:7]=[C:6]([N+:8]([O-:10])=[O:9])[CH:5]=[C:4]([Br:11])[N:3]=1.[C:12]([O:16][C:17]([N:19]1[CH2:24][CH2:23][NH:22][CH2:21][CH2:20]1)=[O:18])([CH3:15])([CH3:14])[CH3:13].C(N(CC)CC)C.O1CCOCC1, predict the reaction product. The product is: [C:12]([O:16][C:17]([N:19]1[CH2:24][CH2:23][N:22]([C:2]2[CH:7]=[C:6]([N+:8]([O-:10])=[O:9])[CH:5]=[C:4]([Br:11])[N:3]=2)[CH2:21][CH2:20]1)=[O:18])([CH3:15])([CH3:13])[CH3:14]. (2) Given the reactants [CH3:1][O:2][C:3]1[CH:11]=[CH:10][C:6]([CH2:7][C:8]#[N:9])=[CH:5][CH:4]=1.[CH3:12][C:13]([CH3:15])=O.[OH-].[K+], predict the reaction product. The product is: [CH3:1][O:2][C:3]1[CH:11]=[CH:10][C:6]([C:7](=[C:13]([CH3:15])[CH3:12])[C:8]#[N:9])=[CH:5][CH:4]=1. (3) Given the reactants [NH2:1][C:2]1[CH:3]=[C:4]([CH:21]=[CH:22][C:23]=1[F:24])[O:5][C:6]1[CH:7]=[CH:8][C:9]2[N:10]([CH:12]=[C:13]([NH:15][C:16]([CH:18]3[CH2:20][CH2:19]3)=[O:17])[N:14]=2)[N:11]=1.[N:25]1[CH:30]=[CH:29][N:28]=[CH:27][C:26]=1[C:31](Cl)=[O:32], predict the reaction product. The product is: [CH:18]1([C:16]([NH:15][C:13]2[N:14]=[C:9]3[CH:8]=[CH:7][C:6]([O:5][C:4]4[CH:21]=[CH:22][C:23]([F:24])=[C:2]([NH:1][C:31]([C:26]5[CH:27]=[N:28][CH:29]=[CH:30][N:25]=5)=[O:32])[CH:3]=4)=[N:11][N:10]3[CH:12]=2)=[O:17])[CH2:20][CH2:19]1. (4) The product is: [NH:25]([C:26]1[N:28]=[C:5]([C:7]2[N:11]([CH3:12])[C:10]([CH3:13])=[N:9][CH:8]=2)[CH:4]=[CH:3][N:27]=1)[C:19]1[CH:24]=[CH:23][CH:22]=[CH:21][CH:20]=1. Given the reactants CN(C)[CH:3]=[CH:4][C:5]([C:7]1[N:11]([CH3:12])[C:10]([CH3:13])=[N:9][CH:8]=1)=O.C(=O)(O)O.[C:19]1([NH:25][C:26]([NH2:28])=[NH:27])[CH:24]=[CH:23][CH:22]=[CH:21][CH:20]=1, predict the reaction product. (5) Given the reactants [F:1][C:2]1[CH:3]=[C:4]2[C:8](=[CH:9][CH:10]=1)[N:7]([CH3:11])[CH:6]=[C:5]2[C:12]1[O:13][C:14]2[C:20]([F:21])=[C:19]([CH2:22][C:23]([O:25]C)=[O:24])[CH:18]=[CH:17][C:15]=2[N:16]=1.CCCCCC.C(OCC)(=O)C.[OH-].[Na+], predict the reaction product. The product is: [F:1][C:2]1[CH:3]=[C:4]2[C:8](=[CH:9][CH:10]=1)[N:7]([CH3:11])[CH:6]=[C:5]2[C:12]1[O:13][C:14]2[C:20]([F:21])=[C:19]([CH2:22][C:23]([OH:25])=[O:24])[CH:18]=[CH:17][C:15]=2[N:16]=1.